The task is: Binary Classification. Given a miRNA mature sequence and a target amino acid sequence, predict their likelihood of interaction.. This data is from Experimentally validated miRNA-target interactions with 360,000+ pairs, plus equal number of negative samples. (1) The miRNA is mmu-miR-5119 with sequence CAUCUCAUCCUGGGGCUGG. The protein sequence of the target gene is MVLNSLDKMIQLQKNTANIRNICVLAHVDHGKTTLADCLISSNGIISSRLAGKLRYMDSREDEQIRGITMKSSAISLHYATGNEEYLINLIDSPGHVDFSSEVSTAVRICDGCIIVVDAVEGVCPQTQAVLRQAWLENIRPVLVINKIDRLIVELKFTPQEAYSHLKNILEQINALTGTLFTSKVLEERAERETESQVNPNSEQGEQVYDWSTGLEDTDDSHLYFSPEQGNVVFTSAIDGWGFGIEHFARIYSQKIGIKKEVLMKTLWGDYYINMKAKKIMKGDQAKGKKPLFVQLILEN.... Result: 0 (no interaction). (2) The miRNA is hsa-miR-6852-3p with sequence UGUCCUCUGUUCCUCAG. The protein sequence of the target gene is MSERGIKWACEYCTYENWPSAIKCTMCRAQRPSGTIITEDPFKSGSSDVGRDWDPSSTEGGSSPLICPDSSARPRVKSSYSMENANKWSCHMCTYLNWPRAIRCTQCLSQRRTRSPTESPQSSGSGSRPVAFSVDPCEEYNDRNKLNTRTQHWTCSVCTYENWAKAKRCVVCDHPRPNNIEAIELAETEEASSIINEQDRARWRGSCSSGNSQRRSPPATKRDSEVKMDFQRIELAGAVGSKEELEVDFKKLKQIKNRMKKTDWLFLNACVGVVEGDLAAIEAYKSSGGDIARQLTADEV.... Result: 0 (no interaction). (3) The protein sequence of the target gene is MVNSCCGSVCSHQGCGRDLCQETCCRPSCCETTCCRTTYCRPSCCVSSCCRPQCCQSVCCQPTCCRPRCCISSCCRPSCCVSSCCKPQCCQSMCCQPTCCRPRCCISSCCRPSCCVSSCCRPQCCQSVCCQPTCCHPSCSISSCCRPSCCESSCCRPCCCLRPVCGRVSCHTTCYRPTCVISSCPRPLCCASSCC. The miRNA is cel-miR-72-5p with sequence AGGCAAGAUGUUGGCAUAGCUGA. Result: 0 (no interaction). (4) The miRNA is rno-miR-499-5p with sequence UUAAGACUUGCAGUGAUGUUU. The protein sequence of the target gene is MLQMPKLNEIPPGRAGRREARGEGRWPGQTGPEAARLEWRAQGQAGGARAPWDSWGSSRLPTQPGPGWSRCPPSLLCALSFQKSTMESKDEVSDTDSGIILQSGPDSPVSPMKELTHAVHKQQRALEARLEACLEELRRLCLREAELTGTLPAEYPLKPGEKAPKVRRRIGAAYKLDDWALHREDPLSSLERQLALQLQITEAARRLCLEENLSRQARRQRKHSMLQEEKKLQELQRCLVERRRNSEPPPAAALPLGRELSASDDSSLSDGLLLEEEESQVPKPPPESPAPPSRPLPPQT.... Result: 0 (no interaction). (5) The miRNA is hsa-miR-10b-3p with sequence ACAGAUUCGAUUCUAGGGGAAU. The protein sequence of the target gene is MSGSGRKDFDVKHILRLRWKLFSHPSPSTGGPAGGGCLQQDGSGSFEHWGPSQSRLLKSQERSGVSTFWKKPSSSSSSSSSPSSSSSSFNPLNGTLLPVATRLQQGAPGQGTQQPARTLFYVESLEEEVVPGMDFPGPHEKGLVLQELKVEPDNSSQATGEGCGHRLSSTGHSMTPQSDLDSSSSEEFYQAVHHAEQTFRKMESYLKQQQLCDVILIVGNRKIPAHRLVLSSVSDYFAAMFTSDVCEAKQEEIKMEGIDPNALWDLVQFAYTGCLELKEDTIENLLAAACLLQLPQVVEV.... Result: 0 (no interaction). (6) The miRNA is mmu-miR-448-5p with sequence GAACAUCCUGCAUAGUGCUGCC. The protein sequence of the target gene is MPPPAEVTDPSHAPAVLHQLNEQRLRGLFCDVTLIAGDTKFPAHRSVLAASSPFFREALLASAPLPLPPVTGGSAPSPATTTAASSSSSSPPPASPHSSSPPRVLELPGVPAAAFSDVLNFIYSARLALPGGGGDGAAVAEIGALGRRLGISRLQGLGEGGDTWVPPAPTSMVTSDPTEDGLGAGPRTDGEWVGDKAEALTPDSQPRRPFPCPRCGKSFIHPKRLQTHEAQCRRGSNTRGSAGLGPGVSGSGGPAGVDASALPQPVGFRDGPEHVVKVVGGHVLYVCAACERSYVTLSSL.... Result: 0 (no interaction). (7) The miRNA is hsa-miR-6868-3p with sequence UUCCUUCUGUUGUCUGUGCAG. The protein sequence of the target gene is MAATAREDGVRNLAQGPRGCEHYDRACLLKAPCCDKLYTCRLCHDTNEDHQLDRFKVKEVQCINCEKLQHAQQTCEDCSTLFGEYYCSICHLFDKDKRQYHCESCGICRIGPKEDFFHCLKCNLCLTTNLRGKHKCIENVSRQNCPICLEDIHTSRVVAHVLPCGHLLHRTCYEEMLKEGYRCPLCMHSALDMTRYWRQLDTEVAQTPMPSEYQNVTVDILCNDCNGRSTVQFHILGMKCKLCDSYNTAQAGGRRVPVDQQ. Result: 0 (no interaction). (8) The miRNA is hsa-miR-6862-3p with sequence CCUCACCCAGCUCUCUGGCCCUCU. The protein sequence of the target gene is MSSGNAKIGHPAPNFKATAVMPDGQFKDISLSDYKGKYVVFFFYPLDFTFVCPTEIIAFSDRAEEFKKLNCQVIGASVDSHFCHLAWVNTPKKQGGLGPMNIPLVSDPKRTIAQDYGVLKADEGISFRGLFIIDDKGILRQITVNDLPVGRSVDETLRLVQAFQFTDKHGEVCPAGWKPGSDTIKPDVQKSKEYFSKQK. Result: 0 (no interaction).